From a dataset of Catalyst prediction with 721,799 reactions and 888 catalyst types from USPTO. Predict which catalyst facilitates the given reaction. (1) Reactant: C(N(CC)CC)C.[NH:8]1[CH2:13][CH2:12][O:11][CH2:10][CH2:9]1.O1CCCC1.[Br:19][C:20]1[C:21](Cl)=[N:22][CH:23]=[C:24]([N+:26]([O-:28])=[O:27])[CH:25]=1. Product: [Br:19][C:20]1[C:21]([N:8]2[CH2:13][CH2:12][O:11][CH2:10][CH2:9]2)=[N:22][CH:23]=[C:24]([N+:26]([O-:28])=[O:27])[CH:25]=1. The catalyst class is: 6. (2) Reactant: [NH2:1][C:2]1[N:7]=[C:6]([N:8]2[CH2:12][CH2:11][CH:10]([NH:13][C:14](=[O:20])[O:15][C:16]([CH3:19])([CH3:18])[CH3:17])[CH2:9]2)[CH:5]=[C:4](/[CH:21]=[CH:22]/[C:23]2[CH:28]=[CH:27][CH:26]=[CH:25][CH:24]=2)[N:3]=1. Product: [NH2:1][C:2]1[N:7]=[C:6]([N:8]2[CH2:12][CH2:11][CH:10]([NH:13][C:14](=[O:20])[O:15][C:16]([CH3:17])([CH3:19])[CH3:18])[CH2:9]2)[CH:5]=[C:4]([CH2:21][CH2:22][C:23]2[CH:24]=[CH:25][CH:26]=[CH:27][CH:28]=2)[N:3]=1. The catalyst class is: 14. (3) Reactant: FC(F)(F)C(O)=O.[CH3:8][S:9]([C:12]1[CH:17]=[CH:16][C:15]([C:18]2[CH:23]=[CH:22][C:21]([O:24][CH2:25][CH:26]3[CH2:31][CH2:30][NH:29][CH2:28][CH2:27]3)=[CH:20][CH:19]=2)=[CH:14][CH:13]=1)(=[O:11])=[O:10].[F:32][C:33]([F:42])([F:41])[C:34]1([C:38](O)=[O:39])[CH2:37][CH2:36][CH2:35]1.C(Cl)CCl.C1C=CC2N(O)N=NC=2C=1.CCN(C(C)C)C(C)C. Product: [CH3:8][S:9]([C:12]1[CH:13]=[CH:14][C:15]([C:18]2[CH:23]=[CH:22][C:21]([O:24][CH2:25][CH:26]3[CH2:31][CH2:30][N:29]([C:38]([C:34]4([C:33]([F:42])([F:41])[F:32])[CH2:37][CH2:36][CH2:35]4)=[O:39])[CH2:28][CH2:27]3)=[CH:20][CH:19]=2)=[CH:16][CH:17]=1)(=[O:11])=[O:10]. The catalyst class is: 18. (4) Reactant: [CH3:1][N:2]([CH3:27])[C:3]([C:5]1[N:6]=[CH:7][C:8]([O:11][C:12]2[CH:13]=[C:14]([CH:19]=[C:20]([O:22][C@@H:23]([CH3:26])[CH2:24][OH:25])[CH:21]=2)[C:15]([O:17][CH3:18])=[O:16])=[N:9][CH:10]=1)=[O:4].[F:28][C:29]([F:37])(S(F)(=O)=O)C(O)=O. Product: [F:28][CH:29]([F:37])[O:25][CH2:24][C@@H:23]([O:22][C:20]1[CH:19]=[C:14]([CH:13]=[C:12]([O:11][C:8]2[CH:7]=[N:6][C:5]([C:3](=[O:4])[N:2]([CH3:1])[CH3:27])=[CH:10][N:9]=2)[CH:21]=1)[C:15]([O:17][CH3:18])=[O:16])[CH3:26]. The catalyst class is: 767. (5) Reactant: C(O[C:6](=O)[N:7]([CH:9]([CH3:39])[C:10]([NH:12][C:13]1[CH:18]=[CH:17][C:16]([C:19]2[C:20]([CH3:26])=[N:21][CH:22]=[N:23][C:24]=2[CH3:25])=[C:15]([C:27]#[C:28][C:29]2[CH:38]=[CH:37][C:36]3[C:31](=[CH:32][CH:33]=[CH:34][CH:35]=3)[CH:30]=2)[N:14]=1)=[O:11])C)(C)(C)C.C(Cl)Cl.C(O)(C(F)(F)F)=O. Product: [CH3:25][C:24]1[C:19]([C:16]2[CH:17]=[CH:18][C:13]([NH:12][C:10](=[O:11])[CH:9]([NH:7][CH3:6])[CH3:39])=[N:14][C:15]=2[C:27]#[C:28][C:29]2[CH:38]=[CH:37][C:36]3[C:31](=[CH:32][CH:33]=[CH:34][CH:35]=3)[CH:30]=2)=[C:20]([CH3:26])[N:21]=[CH:22][N:23]=1. The catalyst class is: 11. (6) Reactant: [C:1]([O:5][C:6]([NH:8][CH2:9][CH2:10][N:11]([C:25]([O:27][C:28]([CH3:31])([CH3:30])[CH3:29])=[O:26])[CH2:12][CH2:13][N:14]([C:18]([O:20][C:21]([CH3:24])([CH3:23])[CH3:22])=[O:19])[CH2:15][CH2:16][NH2:17])=[O:7])([CH3:4])([CH3:3])[CH3:2].[NH:32]([C:48]([O:50][C:51]([CH3:54])([CH3:53])[CH3:52])=[O:49])[C@H:33]([C:41]([NH:43][CH2:44][C:45](O)=[O:46])=[O:42])[CH2:34][C:35]1[CH:40]=[CH:39][CH:38]=[CH:37][CH:36]=1.C1CN([P+](ON2N=NC3C=CC=CC2=3)(N2CCCC2)N2CCCC2)CC1.F[P-](F)(F)(F)(F)F.C(N(C(C)C)CC)(C)C. Product: [C:51]([O:50][C:48]([NH:32][C@H:33]([C:41]([NH:43][CH2:44][C:45]([NH:17][CH2:16][CH2:15][N:14]([C:18]([O:20][C:21]([CH3:22])([CH3:24])[CH3:23])=[O:19])[CH2:13][CH2:12][N:11]([C:25]([O:27][C:28]([CH3:31])([CH3:30])[CH3:29])=[O:26])[CH2:10][CH2:9][NH:8][C:6]([O:5][C:1]([CH3:4])([CH3:2])[CH3:3])=[O:7])=[O:46])=[O:42])[CH2:34][C:35]1[CH:40]=[CH:39][CH:38]=[CH:37][CH:36]=1)=[O:49])([CH3:53])([CH3:52])[CH3:54]. The catalyst class is: 4. (7) Reactant: O=[C:2]1[CH2:7][CH2:6][N:5](C(OC(C)(C)C)=O)[CH2:4][CH2:3]1.Cl.[CH2:16]([O:23][NH2:24])[C:17]1[CH:22]=[CH:21][CH:20]=[CH:19][CH:18]=1.FC(F)(F)C(O)=O. Product: [CH2:16]([O:23][N:24]=[C:2]1[CH2:3][CH2:4][NH:5][CH2:6][CH2:7]1)[C:17]1[CH:22]=[CH:21][CH:20]=[CH:19][CH:18]=1. The catalyst class is: 298. (8) Reactant: [Br:1][C:2]1[CH:3]=[C:4]2[C:9](=[CH:10][CH:11]=1)[N:8]=[C:7](Cl)[CH:6]=[N:5]2.[CH3:13][N:14]1[CH2:19][CH2:18][N:17]([C:20]2[CH:21]=[C:22]([C@H:26]([NH2:28])[CH3:27])[CH:23]=[CH:24][CH:25]=2)[CH2:16][CH2:15]1.C(N(CC)CC)C.O. Product: [Br:1][C:2]1[CH:3]=[C:4]2[C:9](=[CH:10][CH:11]=1)[N:8]=[C:7]([NH:28][C@@H:26]([C:22]1[CH:23]=[CH:24][CH:25]=[C:20]([N:17]3[CH2:18][CH2:19][N:14]([CH3:13])[CH2:15][CH2:16]3)[CH:21]=1)[CH3:27])[CH:6]=[N:5]2. The catalyst class is: 16.